Task: Predict the reactants needed to synthesize the given product.. Dataset: Full USPTO retrosynthesis dataset with 1.9M reactions from patents (1976-2016) (1) Given the product [C:9]([C:8]1[CH:7]=[CH:6][C:5]([C:4]2[C:3]([C:14]#[N:13])=[CH:1][NH:2][C:31]=2[CH3:32])=[CH:12][CH:11]=1)#[N:10], predict the reactants needed to synthesize it. The reactants are: [C:1](/[CH:3]=[CH:4]/[C:5]1[CH:12]=[CH:11][C:8]([C:9]#[N:10])=[CH:7][CH:6]=1)#[N:2].[N+:13](C(S(C1C=CC(C)=CC=1)(=O)=O)C)#[C-:14].[H-].[Na+].[Cl-].[Na+].[CH2:31]1COC[CH2:32]1. (2) Given the product [N:13]1[CH:18]=[CH:17][CH:16]=[C:15]([C:2]2[C:10]3[C:5](=[CH:6][C:7]([CH:11]=[O:12])=[CH:8][CH:9]=3)[NH:4][N:3]=2)[CH:14]=1, predict the reactants needed to synthesize it. The reactants are: I[C:2]1[C:10]2[C:5](=[CH:6][C:7]([CH:11]=[O:12])=[CH:8][CH:9]=2)[NH:4][N:3]=1.[N:13]1[CH:18]=[CH:17][CH:16]=[C:15](B(O)O)[CH:14]=1.C([O-])([O-])=O.[Na+].[Na+]. (3) The reactants are: [N+:1]([C:4]1[CH:5]=[C:6]([CH:8]=[CH:9][C:10]=1[CH3:11])[NH2:7])([O-:3])=[O:2].C([Al](CC(C)C)CC(C)C)C(C)C.C[O:26][C:27](=O)[C:28]1[CH:33]=[CH:32][C:31]([CH2:34][N:35]2[CH2:40][CH2:39][N:38]([CH3:41])[CH2:37][CH2:36]2)=[CH:30][CH:29]=1. Given the product [CH3:11][C:10]1[CH:9]=[CH:8][C:6]([NH:7][C:27](=[O:26])[C:28]2[CH:29]=[CH:30][C:31]([CH2:34][N:35]3[CH2:36][CH2:37][N:38]([CH3:41])[CH2:39][CH2:40]3)=[CH:32][CH:33]=2)=[CH:5][C:4]=1[N+:1]([O-:3])=[O:2], predict the reactants needed to synthesize it. (4) Given the product [CH3:9][C:6]1[C:7]2[NH:8][CH:22]=[N:1][C:2]=2[CH:3]=[C:4]([N:10]2[C@@H:14]([C:15]3[CH:20]=[CH:19][CH:18]=[CH:17][CH:16]=3)[CH2:13][O:12][C:11]2=[O:21])[CH:5]=1, predict the reactants needed to synthesize it. The reactants are: [NH2:1][C:2]1[CH:3]=[C:4]([N:10]2[C@@H:14]([C:15]3[CH:20]=[CH:19][CH:18]=[CH:17][CH:16]=3)[CH2:13][O:12][C:11]2=[O:21])[CH:5]=[C:6]([CH3:9])[C:7]=1[NH2:8].[CH:22](OCC)(OCC)OCC. (5) Given the product [Cl:16][C:17]1[CH:22]=[C:21]([CH:20]=[CH:19][C:18]=1[O:15][C:6]1[C:5]2[C:10](=[CH:11][C:12]([O:13][CH3:14])=[C:3]([O:2][CH3:1])[CH:4]=2)[N:9]=[CH:8][CH:7]=1)[NH2:23], predict the reactants needed to synthesize it. The reactants are: [CH3:1][O:2][C:3]1[CH:4]=[C:5]2[C:10](=[CH:11][C:12]=1[O:13][CH3:14])[N:9]=[CH:8][CH:7]=[C:6]2[OH:15].[Cl:16][C:17]1[CH:22]=[C:21]([N+:23]([O-])=O)[CH:20]=[CH:19][C:18]=1F. (6) Given the product [ClH:54].[N:44]1([CH2:1][C:3]2[CH:4]=[CH:5][C:6]([CH2:7][CH:8]([NH:16][C:17](=[O:40])[CH2:18][CH:19]([NH:26][S:27]([C:30]3[CH:39]=[CH:38][C:37]4[C:32](=[CH:33][CH:34]=[CH:35][CH:36]=4)[CH:31]=3)(=[O:29])=[O:28])[C:20]3[CH:25]=[CH:24][CH:23]=[CH:22][CH:21]=3)[C:9](=[O:15])[N:10]3[CH2:14][CH2:13][CH2:12][CH2:11]3)=[CH:41][CH:42]=2)[CH2:47][CH2:46][CH2:45]1, predict the reactants needed to synthesize it. The reactants are: [CH:1]([C:3]1[CH:42]=[CH:41][C:6]([CH2:7][CH:8]([NH:16][C:17](=[O:40])[CH2:18][CH:19]([NH:26][S:27]([C:30]2[CH:39]=[CH:38][C:37]3[C:32](=[CH:33][CH:34]=[CH:35][CH:36]=3)[CH:31]=2)(=[O:29])=[O:28])[C:20]2[CH:25]=[CH:24][CH:23]=[CH:22][CH:21]=2)[C:9](=[O:15])[N:10]2[CH2:14][CH2:13][CH2:12][CH2:11]2)=[CH:5][CH:4]=1)=O.Cl.[NH:44]1[CH2:47][CH2:46][CH2:45]1.C([BH3-])#N.[Na+].CC[Cl:54]. (7) Given the product [CH:48]([C:45]1[CH:46]=[CH:47][N:43]([C:32]2[N:31]=[C:30]([O:29][CH:14]3[CH2:13][CH:12]4[CH:16]([C:17](=[O:28])[N:18]([CH3:27])[CH2:19][CH2:20][CH2:21][CH2:22][CH:23]=[CH:24][CH:25]5[C:9]([C:7]([OH:8])=[O:6])([NH:10][C:11]4=[O:51])[CH2:26]5)[CH2:15]3)[C:39]3[C:34](=[C:35]([CH3:42])[C:36]([O:40][CH3:41])=[CH:37][CH:38]=3)[N:33]=2)[N:44]=1)([CH3:50])[CH3:49], predict the reactants needed to synthesize it. The reactants are: O.[OH-].[Li+].C([O:6][C:7]([C:9]12[CH2:26][CH:25]1[CH:24]=[CH:23][CH2:22][CH2:21][CH2:20][CH2:19][N:18]([CH3:27])[C:17](=[O:28])[CH:16]1[CH:12]([CH2:13][CH:14]([O:29][C:30]3[C:39]4[C:34](=[C:35]([CH3:42])[C:36]([O:40][CH3:41])=[CH:37][CH:38]=4)[N:33]=[C:32]([N:43]4[CH:47]=[CH:46][C:45]([CH:48]([CH3:50])[CH3:49])=[N:44]4)[N:31]=3)[CH2:15]1)[C:11](=[O:51])[NH:10]2)=[O:8])C. (8) Given the product [O:11]1[C:10]2[CH:9]=[CH:8][C:4]([C:5]([OH:7])=[O:6])=[CH:3][C:2]=2[N:1]=[CH:12]1, predict the reactants needed to synthesize it. The reactants are: [NH2:1][C:2]1[CH:3]=[C:4]([CH:8]=[CH:9][C:10]=1[OH:11])[C:5]([OH:7])=[O:6].[CH:12](OCC)(OCC)OCC. (9) The reactants are: O=C[C@@H:3]([C@H:5]([C@@H:7]([C@@H:9]([CH2:11][OH:12])O)O)O)O.S([O-])([O-])(=O)=O.[NH4+:18].[NH4+:19].P([O-])(O)(O)=O.[K+].S([O-])([O-])(=O)=[O:27].[Mg+2].CC1[N+:37](CC2C=NC(C)=NC=2N)=[CH:36]SC=1CCO.[Cl-].C([O-])(=O)CCNC(=O)[C@@H](C(CO)(C)C)O.[Ca+2].C([O-])(=O)CCNC(=O)[C@@H](C(CO)(C)C)O.C(=O)([O-])[O-].[Ca+2]. Given the product [NH2:18][C@H:9]([C:11]([OH:12])=[O:27])[CH2:7][C:5]1[N:37]=[CH:36][NH:19][CH:3]=1, predict the reactants needed to synthesize it. (10) Given the product [NH2:22][C@@H:23]([CH:90]([CH3:92])[CH3:91])[C:24]([NH:26][C@@H:27]([CH3:89])[C:28]([NH:30][C:31]1[CH:32]=[CH:33][C:34]([C:37]2[CH2:38][C@H:39]3[N:45]([CH:46]=2)[C:44](=[O:47])[C:43]2[CH:48]=[C:49]([O:87][CH3:88])[C:50]([O:52][CH2:53][CH2:54][CH2:55][O:56][C:57]4[C:84]([O:85][CH3:86])=[CH:83][C:60]5[C:61](=[O:82])[N:62]6[CH:68]=[C:67]([C:69]7[CH:74]=[CH:73][C:72]([N:75]8[CH2:80][CH2:79][N:78]([CH3:81])[CH2:77][CH2:76]8)=[CH:71][CH:70]=7)[CH2:66][C@@H:63]6[CH:64]=[N:65][C:59]=5[CH:58]=4)=[CH:51][C:42]=2[N:41]=[CH:40]3)=[CH:35][CH:36]=1)=[O:29])=[O:25], predict the reactants needed to synthesize it. The reactants are: N1CCCCC1.C1C2C(OC(=O)[N:22](C)[C@@H:23]([CH:90]([CH3:92])[CH3:91])[C:24]([NH:26][C@@H:27]([CH3:89])[C:28]([NH:30][C:31]3[CH:36]=[CH:35][C:34]([C:37]4[CH2:38][C@@H:39]5[N:45]([CH:46]=4)[C:44](=[O:47])[C:43]4[CH:48]=[C:49]([O:87][CH3:88])[C:50]([O:52][CH2:53][CH2:54][CH2:55][O:56][C:57]6[C:84]([O:85][CH3:86])=[CH:83][C:60]7[C:61](=[O:82])[N:62]8[CH:68]=[C:67]([C:69]9[CH:74]=[CH:73][C:72]([N:75]%10[CH2:80][CH2:79][N:78]([CH3:81])[CH2:77][CH2:76]%10)=[CH:71][CH:70]=9)[CH2:66][C@H:63]8[CH:64]=[N:65][C:59]=7[CH:58]=6)=[CH:51][C:42]=4[N:41]=[CH:40]5)=[CH:33][CH:32]=3)=[O:29])=[O:25])C3C(=CC=CC=3)C=2C=CC=1.